Task: Predict which catalyst facilitates the given reaction.. Dataset: Catalyst prediction with 721,799 reactions and 888 catalyst types from USPTO (1) Reactant: [Cl:1][C:2]1[CH:11]=[CH:10][C:5]([C:6]([O:8]C)=[O:7])=[C:4]([CH2:12][N:13]2[N:17]=[N:16][C:15]([CH3:18])=[N:14]2)[CH:3]=1.[OH-].[Na+]. Product: [Cl:1][C:2]1[CH:11]=[CH:10][C:5]([C:6]([OH:8])=[O:7])=[C:4]([CH2:12][N:13]2[N:17]=[N:16][C:15]([CH3:18])=[N:14]2)[CH:3]=1. The catalyst class is: 5. (2) Reactant: [CH2:1]([O:8][CH2:9][CH:10]([CH2:12][OH:13])[OH:11])[C:2]1[CH:7]=[CH:6][CH:5]=[CH:4][CH:3]=1.[H-].[Na+].[O:16]1[CH2:21][CH2:20][CH2:19][CH2:18][CH:17]1[O:22][CH2:23][CH2:24][CH2:25][CH2:26][CH2:27][CH2:28]Br. Product: [CH2:1]([O:8][CH2:9][CH:10]([CH2:12][O:13][CH2:28][CH2:27][CH2:26][CH2:25][CH2:24][CH2:23][O:22][CH:17]1[CH2:18][CH2:19][CH2:20][CH2:21][O:16]1)[O:11][CH2:28][CH2:27][CH2:26][CH2:25][CH2:24][CH2:23][O:22][CH:17]1[CH2:18][CH2:19][CH2:20][CH2:21][O:16]1)[C:2]1[CH:7]=[CH:6][CH:5]=[CH:4][CH:3]=1. The catalyst class is: 9. (3) Reactant: C(=O)(O)[O-].[Na+].[CH2:6]([O:13][C:14]1[CH:23]=[C:22]([CH:24]2[CH2:27][CH2:26][CH2:25]2)[CH:21]=[CH:20][C:15]=1[C:16]([O:18][CH3:19])=[O:17])[C:7]1[CH:12]=[CH:11][CH:10]=[CH:9][CH:8]=1.[Br:28]Br. Product: [CH2:6]([O:13][C:14]1[CH:23]=[C:22]([CH:24]2[CH2:27][CH2:26][CH2:25]2)[C:21]([Br:28])=[CH:20][C:15]=1[C:16]([O:18][CH3:19])=[O:17])[C:7]1[CH:8]=[CH:9][CH:10]=[CH:11][CH:12]=1. The catalyst class is: 4. (4) Reactant: [NH2:1][CH:2]([CH2:6][CH2:7][CH2:8][CH3:9])[C:3]([OH:5])=[O:4].C(N(CC)CC)C.[C:17](O[C:17]([O:19][C:20]([CH3:23])([CH3:22])[CH3:21])=[O:18])([O:19][C:20]([CH3:23])([CH3:22])[CH3:21])=[O:18]. Product: [C:20]([O:19][C:17]([NH:1][CH:2]([CH2:6][CH2:7][CH2:8][CH3:9])[C:3]([OH:5])=[O:4])=[O:18])([CH3:23])([CH3:22])[CH3:21]. The catalyst class is: 20. (5) Reactant: [Cl:1][C:2]1[CH:7]=[CH:6][C:5]([CH2:8][C:9](=O)[CH:10]([CH3:12])[CH3:11])=[CH:4][C:3]=1[O:14][CH2:15][CH2:16][O:17][CH3:18].C([O-])(=O)C.[NH4+].[BH3-]C#[N:26].[Na+]. Product: [Cl:1][C:2]1[CH:7]=[CH:6][C:5]([CH2:8][CH:9]([NH2:26])[CH:10]([CH3:12])[CH3:11])=[CH:4][C:3]=1[O:14][CH2:15][CH2:16][O:17][CH3:18]. The catalyst class is: 5.